From a dataset of Catalyst prediction with 721,799 reactions and 888 catalyst types from USPTO. Predict which catalyst facilitates the given reaction. (1) Reactant: Br[C:2]1[N:7]=[C:6]([C:8]([OH:10])=[O:9])[CH:5]=[CH:4][CH:3]=1.[F:11][C:12]1[CH:17]=[CH:16][CH:15]=[C:14]([F:18])[C:13]=1B(O)O. Product: [F:11][C:12]1[CH:17]=[CH:16][CH:15]=[C:14]([F:18])[C:13]=1[C:2]1[N:7]=[C:6]([C:8]([OH:10])=[O:9])[CH:5]=[CH:4][CH:3]=1. The catalyst class is: 462. (2) Reactant: [CH3:1][O:2][C:3]1[C:8]([CH3:9])=[CH:7][C:6]([C:10]2[O:11][C:12]3[N:13]=[C:14]([S:20][CH3:21])[N:15]=[C:16]([OH:19])[C:17]=3[N:18]=2)=[CH:5][C:4]=1[CH3:22].C(=O)([O-])[O-].[K+].[K+].Br[CH2:30][CH2:31][CH3:32].O. Product: [CH3:1][O:2][C:3]1[C:4]([CH3:22])=[CH:5][C:6]([C:10]2[O:11][C:12]3[N:13]=[C:14]([S:20][CH3:21])[N:15]([CH2:30][CH2:31][CH3:32])[C:16](=[O:19])[C:17]=3[N:18]=2)=[CH:7][C:8]=1[CH3:9].[CH3:1][O:2][C:3]1[C:4]([CH3:22])=[CH:5][C:6]([C:10]2[O:11][C:12]3[N:13]=[C:14]([S:20][CH3:21])[N:15]=[C:16]([O:19][CH2:30][CH2:31][CH3:32])[C:17]=3[N:18]=2)=[CH:7][C:8]=1[CH3:9]. The catalyst class is: 9.